This data is from Forward reaction prediction with 1.9M reactions from USPTO patents (1976-2016). The task is: Predict the product of the given reaction. (1) Given the reactants [NH2:1][C:2]1[CH:3]=[C:4]2[C:8](=[CH:9][CH:10]=1)[NH:7][N:6]=[C:5]2[I:11].[CH3:12][S:13]([C:16]1[CH:21]=[CH:20][CH:19]=[CH:18][C:17]=1[S:22](Cl)(=[O:24])=[O:23])(=[O:15])=[O:14], predict the reaction product. The product is: [I:11][C:5]1[C:4]2[C:8](=[CH:9][CH:10]=[C:2]([NH:1][S:22]([C:17]3[CH:18]=[CH:19][CH:20]=[CH:21][C:16]=3[S:13]([CH3:12])(=[O:15])=[O:14])(=[O:24])=[O:23])[CH:3]=2)[NH:7][N:6]=1. (2) Given the reactants CO[C:3]([C:5]1[N:6]=[CH:7][C:8]2[C:13]([C:14]=1[OH:15])=[CH:12][CH:11]=[C:10]([O:16][C:17]1[CH:22]=[CH:21][CH:20]=[CH:19][CH:18]=1)[CH:9]=2)=[O:4].[NH2:23][CH2:24][CH2:25][CH2:26][C:27]([OH:29])=[O:28].C[O-].[Na+], predict the reaction product. The product is: [OH:15][C:14]1[C:13]2[C:8](=[CH:9][C:10]([O:16][C:17]3[CH:18]=[CH:19][CH:20]=[CH:21][CH:22]=3)=[CH:11][CH:12]=2)[CH:7]=[N:6][C:5]=1[C:3]([NH:23][CH2:24][CH2:25][CH2:26][C:27]([OH:29])=[O:28])=[O:4]. (3) Given the reactants [O:1]1[C:6]2[CH:7]=[CH:8][C:9]([C:11]3[C:12]([C:18](=[O:23])[C:19]([O:21][CH3:22])=[O:20])=[C:13]([CH3:17])[S:14][C:15]=3[CH3:16])=[CH:10][C:5]=2[CH2:4][CH2:3][CH2:2]1.[CH3:24][Mg]Br, predict the reaction product. The product is: [O:1]1[C:6]2[CH:7]=[CH:8][C:9]([C:11]3[C:12]([C:18]([OH:23])([CH3:24])[C:19]([O:21][CH3:22])=[O:20])=[C:13]([CH3:17])[S:14][C:15]=3[CH3:16])=[CH:10][C:5]=2[CH2:4][CH2:3][CH2:2]1. (4) The product is: [Cl:1][C:2]1[N:7]=[C:6]([C:16]2[CH:17]=[C:12]([C:9](=[O:11])[CH3:10])[CH:13]=[CH:14][CH:15]=2)[CH:5]=[CH:4][N:3]=1. Given the reactants [Cl:1][C:2]1[N:7]=[C:6](Cl)[CH:5]=[CH:4][N:3]=1.[C:9]([C:12]1[CH:13]=[C:14](B(O)O)[CH:15]=[CH:16][CH:17]=1)(=[O:11])[CH3:10], predict the reaction product. (5) Given the reactants [N+:1]([C:4]1[CH:9]=[CH:8][C:7]([C:10]2[C:11](=[O:16])[NH:12][CH:13]=[CH:14][CH:15]=2)=[CH:6][CH:5]=1)([O-:3])=[O:2].C(N(C(C)C)CC)(C)C.N1C=CC=CC=1.[CH2:32]([O:34][C:35]([CH2:37][CH2:38][C:39]1[CH:44]=[CH:43][C:42](B(O)O)=[CH:41][CH:40]=1)=[O:36])[CH3:33], predict the reaction product. The product is: [CH2:32]([O:34][C:35](=[O:36])[CH2:37][CH2:38][C:39]1[CH:44]=[CH:43][C:42]([N:12]2[CH:13]=[CH:14][CH:15]=[C:10]([C:7]3[CH:8]=[CH:9][C:4]([N+:1]([O-:3])=[O:2])=[CH:5][CH:6]=3)[C:11]2=[O:16])=[CH:41][CH:40]=1)[CH3:33]. (6) Given the reactants C([N:5]1[C:9]([NH:10][C:11]2[CH:16]=[CH:15][C:14]([S:17]([NH:20][C:21]3[S:22][CH:23]=[CH:24][N:25]=3)(=[O:19])=[O:18])=[CH:13][CH:12]=2)=[CH:8][C:7]([CH2:26][C:27]2[CH:32]=[CH:31][C:30]([Cl:33])=[CH:29][CH:28]=2)=[N:6]1)(C)(C)C, predict the reaction product. The product is: [Cl:33][C:30]1[CH:31]=[CH:32][C:27]([CH2:26][C:7]2[CH:8]=[C:9]([NH:10][C:11]3[CH:12]=[CH:13][C:14]([S:17]([NH:20][C:21]4[S:22][CH:23]=[CH:24][N:25]=4)(=[O:18])=[O:19])=[CH:15][CH:16]=3)[NH:5][N:6]=2)=[CH:28][CH:29]=1. (7) The product is: [I:18][C:6]1[C:5](=[O:19])[C:4]2[CH:3]=[CH:2][N:24]3[C:38](=[O:49])[N:39]([CH2:41][O:42][CH2:43][CH2:44][Si:45]([CH3:48])([CH3:47])[CH3:46])[N:40]=[C:10]3[C:9]=2[O:8][C:7]=1[C:12]1[CH:13]=[CH:14][CH:15]=[CH:16][CH:17]=1. Given the reactants F[C:2]1[CH:3]=[C:4]2[C:9](=[CH:10]C=1)[O:8][C:7]([C:12]1[CH:17]=[CH:16][CH:15]=[CH:14][CH:13]=1)=[C:6]([I:18])[C:5]2=[O:19].COC1C2[N:24]([C:38](=[O:49])[N:39]([CH2:41][O:42][CH2:43][CH2:44][Si:45]([CH3:48])([CH3:47])[CH3:46])[N:40]=2)C=CC=1C(=O)C#CC1C=CC=CC=1, predict the reaction product.